Task: Regression/Classification. Given a drug SMILES string, predict its absorption, distribution, metabolism, or excretion properties. Task type varies by dataset: regression for continuous measurements (e.g., permeability, clearance, half-life) or binary classification for categorical outcomes (e.g., BBB penetration, CYP inhibition). Dataset: cyp2c9_veith.. Dataset: CYP2C9 inhibition data for predicting drug metabolism from PubChem BioAssay (1) The drug is COC(=O)[C@@H]1c2cc3c(c(O)c2[C@@H](O)C[C@]1(C)O)C(=O)c1c(O)cc2c(c1C3=O)O[C@H]1O[C@@]2(C)[C@@H](O)[C@H](N(C)C)[C@H]1O. The result is 0 (non-inhibitor). (2) The molecule is O=C(Oc1ccc(OC(=O)c2ccco2)c(S(=O)(=O)c2ccc(Br)cc2)c1)c1ccco1. The result is 1 (inhibitor).